Dataset: Forward reaction prediction with 1.9M reactions from USPTO patents (1976-2016). Task: Predict the product of the given reaction. (1) Given the reactants C[O:2][C:3](=[O:19])[CH:4]([O:15][CH:16]([CH3:18])[CH3:17])[CH2:5][C:6]1[CH:7]=[C:8]2[C:12](=[CH:13][CH:14]=1)[NH:11][CH:10]=[CH:9]2.Cl[CH2:21][C:22]1[N:23]=[C:24]([C:28]2[CH:33]=[CH:32][CH:31]=[CH:30][C:29]=2[CH3:34])[O:25][C:26]=1[CH3:27], predict the reaction product. The product is: [CH:16]([O:15][CH:4]([CH2:5][C:6]1[CH:7]=[C:8]2[C:12](=[CH:13][CH:14]=1)[N:11]([CH2:21][C:22]1[N:23]=[C:24]([C:28]3[CH:33]=[CH:32][CH:31]=[CH:30][C:29]=3[CH3:34])[O:25][C:26]=1[CH3:27])[CH:10]=[CH:9]2)[C:3]([OH:2])=[O:19])([CH3:18])[CH3:17]. (2) Given the reactants [H-].[C:2]([O:6][C:7]([NH:9][CH2:10][C:11](OC)=[O:12])=[O:8])([CH3:5])([CH3:4])[CH3:3].CO, predict the reaction product. The product is: [C:2]([O:6][C:7](=[O:8])[NH:9][CH2:10][CH:11]=[O:12])([CH3:5])([CH3:3])[CH3:4]. (3) Given the reactants Br[C:2]1[S:6][C:5]([C:7]2[N:11]3[N:12]=[C:13]([CH3:21])[CH:14]=[C:15]([CH:16]([CH2:19][CH3:20])[CH2:17][CH3:18])[C:10]3=[N:9][C:8]=2[CH3:22])=[C:4]([CH3:23])[CH:3]=1.C[CH2:25][O:26][C:27](C)=[O:28], predict the reaction product. The product is: [CH3:25][O:26][C:27]([C:2]1[S:6][C:5]([C:7]2[N:11]3[N:12]=[C:13]([CH3:21])[CH:14]=[C:15]([CH:16]([CH2:19][CH3:20])[CH2:17][CH3:18])[C:10]3=[N:9][C:8]=2[CH3:22])=[C:4]([CH3:23])[CH:3]=1)=[O:28]. (4) Given the reactants [NH2:1][C:2]1([CH2:6][OH:7])[CH2:5][CH2:4][CH2:3]1.[H-].[Na+].[O:10]1[C:14]2[CH:15]=[CH:16][CH:17]=[CH:18][C:13]=2[CH:12]=[C:11]1[C:19]1[N:23]2[N:24]=[C:25](Cl)[CH:26]=[CH:27][C:22]2=[N:21][CH:20]=1, predict the reaction product. The product is: [O:10]1[C:14]2[CH:15]=[CH:16][CH:17]=[CH:18][C:13]=2[CH:12]=[C:11]1[C:19]1[N:23]2[N:24]=[C:25]([O:7][CH2:6][C:2]3([NH2:1])[CH2:5][CH2:4][CH2:3]3)[CH:26]=[CH:27][C:22]2=[N:21][CH:20]=1.